This data is from Full USPTO retrosynthesis dataset with 1.9M reactions from patents (1976-2016). The task is: Predict the reactants needed to synthesize the given product. (1) Given the product [C:1]([O:5][C:6](=[O:7])[NH:8][CH:9]([CH2:10][C:11]1[CH:12]=[CH:13][C:14]([O:15][C:16]2[CH:17]=[CH:18][C:19]([CH2:22][CH2:23][C:24](=[O:26])[NH:74][O:73][CH2:66][C:67]3[CH:72]=[CH:71][CH:70]=[CH:69][CH:68]=3)=[CH:20][CH:21]=2)=[CH:27][CH:28]=1)[C:29]([N:31]1[CH2:36][CH2:35][O:34][CH2:33][CH2:32]1)=[O:30])([CH3:4])([CH3:2])[CH3:3], predict the reactants needed to synthesize it. The reactants are: [C:1]([O:5][C:6]([NH:8][CH:9]([C:29]([N:31]1[CH2:36][CH2:35][O:34][CH2:33][CH2:32]1)=[O:30])[CH2:10][C:11]1[CH:28]=[CH:27][C:14]([O:15][C:16]2[CH:21]=[CH:20][C:19]([CH2:22][CH2:23][C:24]([OH:26])=O)=[CH:18][CH:17]=2)=[CH:13][CH:12]=1)=[O:7])([CH3:4])([CH3:3])[CH3:2].ON1C2C=CC=CC=2N=N1.CCN=C=NCCCN(C)C.C(N(CC)CC)C.Cl.[CH2:66]([O:73][NH2:74])[C:67]1[CH:72]=[CH:71][CH:70]=[CH:69][CH:68]=1. (2) Given the product [CH2:1]([N:5]1[C:9]([CH2:10][C:11]([OH:14])([CH3:13])[CH3:12])=[CH:8][C:7]([C:15]([NH2:20])=[O:17])=[N:6]1)[CH2:2][CH2:3][CH3:4], predict the reactants needed to synthesize it. The reactants are: [CH2:1]([N:5]1[C:9]([CH2:10][C:11]([OH:14])([CH3:13])[CH3:12])=[CH:8][C:7]([C:15]([O:17]CC)=O)=[N:6]1)[CH2:2][CH2:3][CH3:4].[NH3:20]. (3) Given the product [CH:17]1[C:15]([NH2:16])=[N:14][C:12](=[O:13])[N:11]([C@@H:2]2[O:8][C@H:7]([CH2:9][OH:10])[C@@H:5]([OH:6])[C@@H:3]2[OH:4])[CH:18]=1, predict the reactants needed to synthesize it. The reactants are: O=[CH:2][C@H:3]([C@@H:5]([C@@H:7]([CH2:9][OH:10])[OH:8])[OH:6])[OH:4].[NH:11]1[CH:18]=[CH:17][C:15]([NH2:16])=[N:14][C:12]1=[O:13]. (4) Given the product [CH3:35][N:37]([CH2:30][C:27]1[CH:26]=[CH:25][C:24]([N:20]2[C:21]3[C:17](=[CH:16][C:15]([O:14][C@H:7]([C:8]4[CH:13]=[CH:12][CH:11]=[CH:10][CH:9]=4)[C@@H:6]([NH:5][C:3](=[O:4])[C:2]([F:34])([F:33])[F:1])[CH3:32])=[CH:23][CH:22]=3)[CH:18]=[N:19]2)=[CH:29][CH:28]=1)[CH3:38], predict the reactants needed to synthesize it. The reactants are: [F:1][C:2]([F:34])([F:33])[C:3]([NH:5][C@@H:6]([CH3:32])[C@H:7]([O:14][C:15]1[CH:16]=[C:17]2[C:21](=[CH:22][CH:23]=1)[N:20]([C:24]1[CH:29]=[CH:28][C:27]([CH2:30]O)=[CH:26][CH:25]=1)[N:19]=[CH:18]2)[C:8]1[CH:13]=[CH:12][CH:11]=[CH:10][CH:9]=1)=[O:4].[CH2:35]([N:37](CC)[CH2:38]C)C.CS(Cl)(=O)=O.CNC. (5) Given the product [ClH:1].[C:12]([C:10]1[CH:11]=[C:7]([NH:6][C:5]([NH:20][C@@H:21]2[C:30]3[C:25](=[CH:26][CH:27]=[CH:28][CH:29]=3)[C@H:24]([O:31][C:32]3[CH:33]=[CH:34][C:35]4[N:36]([C:38]([C@@H:41]5[CH2:42][C@H:43]([N:47]([CH3:49])[CH3:48])[CH2:44][N:45]5[CH3:46])=[N:39][N:40]=4)[CH:37]=3)[CH2:23][CH2:22]2)=[O:17])[N:8]([CH3:16])[N:9]=1)([CH3:13])([CH3:14])[CH3:15], predict the reactants needed to synthesize it. The reactants are: [Cl:1]C(Cl)(Cl)CO[C:5](=[O:17])[NH:6][C:7]1[N:8]([CH3:16])[N:9]=[C:10]([C:12]([CH3:15])([CH3:14])[CH3:13])[CH:11]=1.[NH2:20][C@@H:21]1[C:30]2[C:25](=[CH:26][CH:27]=[CH:28][CH:29]=2)[C@H:24]([O:31][C:32]2[CH:33]=[CH:34][C:35]3[N:36]([C:38]([C@H:41]4[N:45]([CH3:46])[CH2:44][C@@H:43]([N:47]([CH3:49])[CH3:48])[CH2:42]4)=[N:39][N:40]=3)[CH:37]=2)[CH2:23][CH2:22]1.CCN(C(C)C)C(C)C.Cl.